Dataset: Full USPTO retrosynthesis dataset with 1.9M reactions from patents (1976-2016). Task: Predict the reactants needed to synthesize the given product. (1) Given the product [CH3:24][O:23][C:20]1[CH:19]=[CH:18][C:17]([C:14]2[C:4]3[C:5]([CH3:13])=[N:6][C:7]([C:8]([O:10][CH2:11][CH3:12])=[O:9])=[C:2]([O:1][C:31](=[O:36])[C:32]([CH3:35])([CH3:34])[CH3:33])[C:3]=3[O:16][N:15]=2)=[CH:22][CH:21]=1, predict the reactants needed to synthesize it. The reactants are: [OH:1][C:2]1[C:3]2[O:16][N:15]=[C:14]([C:17]3[CH:22]=[CH:21][C:20]([O:23][CH3:24])=[CH:19][CH:18]=3)[C:4]=2[C:5]([CH3:13])=[N:6][C:7]=1[C:8]([O:10][CH2:11][CH3:12])=[O:9].N1C=CC=CC=1.[C:31](Cl)(=[O:36])[C:32]([CH3:35])([CH3:34])[CH3:33].C(=O)(O)[O-].[Na+]. (2) Given the product [Cl:1][C:2]1[N:7]=[C:6]([C:8]2[CH:9]=[N:10][CH:11]=[C:12]([Cl:14])[CH:13]=2)[C:5]2[N:15]([CH2:27][C@H:28]3[CH2:29][CH2:30][C@H:31]([CH3:34])[CH2:32][CH2:33]3)[C:16]([CH:18]([C:20]3[C:25]([F:26])=[CH:24][CH:23]=[CH:22][N:21]=3)[CH3:19])=[N:17][C:4]=2[CH:3]=1, predict the reactants needed to synthesize it. The reactants are: [Cl:1][C:2]1[N:7]=[C:6]([C:8]2[CH:9]=[N:10][CH:11]=[C:12]([Cl:14])[CH:13]=2)[C:5]2[N:15]([CH2:27][C@H:28]3[CH2:33][CH2:32][C@H:31]([CH3:34])[CH2:30][CH2:29]3)[C:16]([C:18]([C:20]3[C:25]([F:26])=[CH:24][CH:23]=[CH:22][N:21]=3)=[CH2:19])=[N:17][C:4]=2[CH:3]=1.